Dataset: Retrosynthesis with 50K atom-mapped reactions and 10 reaction types from USPTO. Task: Predict the reactants needed to synthesize the given product. (1) Given the product COC(=O)c1ccc(NS(=O)(=O)c2cccc(OC(F)(F)F)c2)cc1O, predict the reactants needed to synthesize it. The reactants are: COC(=O)c1ccc(N)cc1O.O=S(=O)(Cl)c1cccc(OC(F)(F)F)c1. (2) Given the product CCC(=O)c1c(CC)n(Cc2ccccc2Cl)c2cc(C(=O)OC)ccc12, predict the reactants needed to synthesize it. The reactants are: CCC(=O)c1c(CC)[nH]c2cc(C(=O)OC)ccc12.Clc1ccccc1CBr.